Dataset: Experimentally validated miRNA-target interactions with 360,000+ pairs, plus equal number of negative samples. Task: Binary Classification. Given a miRNA mature sequence and a target amino acid sequence, predict their likelihood of interaction. (1) The miRNA is hsa-miR-561-3p with sequence CAAAGUUUAAGAUCCUUGAAGU. The protein sequence of the target gene is MNIMNTEQSQNTIVSRIKAFEGQTNTEIPGLPKKPEIIPRTIPPKPAVSSGKPLVAPKPAANRASGEWDTWAENRLKVTSREGLTPYSSPQEAGITPVTKPELPKKPTPGLTRSVNHETSGGRPMAESPDTGKKIPTPAPRPLLPKKSASTDAPPYPSIPPKLVSAPPRLSVASQAKAFRSLGEGLPSNPPVPAPQSKALGDIDLISFDDDVLPTSGSPAEEPTGSETVLDPFQLPTKTEATKERAVQPAPTRKPTVIRIPAKPGKCLHEEPQSPPPLPAEKPVGNTHSAVSGRPSHSDR.... Result: 0 (no interaction). (2) The miRNA is hsa-miR-1183 with sequence CACUGUAGGUGAUGGUGAGAGUGGGCA. The protein sequence of the target gene is MAGIIKKQILKHLSRFTKNLSPDKINLSTLKGEGELKNLELDEEVLQNMLDLPTWLAINKVFCNKASIRIPWTKLKTHPICLSLDKVIMEMSTCEEPRSPNGPSPIATASGQSEYGFAEKVVEGISVSVNSIVIRIGAKAFNASFELSQLRIYSVNAHWEHGDLRFTRIQDPQRGEVLTFKEINWQMIRIEADATQSSHLEIMCAPVRLITNQSKIRVTLKRRLKDCNVIATKLVLILDDLLWVLTDSQLKAMVQYAKSLSEAIEKSTEQRKSMAPEPTQSSTVVASAQQVKTTQTSNAP.... Result: 0 (no interaction). (3) The miRNA is hsa-miR-4534 with sequence GGAUGGAGGAGGGGUCU. The protein sequence of the target gene is MSVEPPPELEEKAASEPEAGAMPEKRAGAQAAGSTWLQGFGRPSVYHAAIVIFLEFFAWGLLTTPMLTVLHETFSQHTFLMNGLIQGVKGLLSFLSAPLIGALSDVWGRKPFLLGTVFFTCFPIPLMRISPWWYFAMISVSGVFSVTFSVIFAYVADVTQEHERSTAYGWVSATFAASLVSSPAIGAYLSASYGDSLVVLVATVVALLDICFILVAVPESLPEKMRPVSWGAQISWKQADPFASLKKVGKDSTVLLICITVFLSYLPEAGQYSSFFLYLRQVIGFGSVKIAAFIAMVGIL.... Result: 1 (interaction). (4) The miRNA is hsa-miR-4716-5p with sequence UCCAUGUUUCCUUCCCCCUUCU. The protein sequence of the target gene is MQRGKPCRALPTLKCQTFCQRHGLMFEVVDLRWGIRNIEATDHLTTELCLEEVDRCWKTSIGPAFVALIGDQYGPCLIPSRIDEKEWEVLRDHLTARPSDLELVARYFQRDENAFPPTYVLQAPGTGEACEPEEATLTSVLRSGAQEARRLGLITQEQWQHYHRSVIEWEIERSLLSSEDREQGATVFLREIQDLHKHILEDCALRMVDRLADGCLDADAQNLLSSLKSHITDMHPGVLKTHRLPWSRDLVNPKNKTHACYLKELGEQFVVRANHQVLTRLRELDTAGQELAWLYQEIRH.... Result: 0 (no interaction). (5) The miRNA is hsa-miR-4715-3p with sequence GUGCCACCUUAACUGCAGCCAAU. The protein sequence of the target gene is MGRTYIVEETVGQYLSNINLQGKAFVSGLLIGQCSSQKDYVILATRTPPKEEQSENLKHPKAKLDNLDEEWATEHACQVSRMLPGGLLVLGVFIITTLELANDFQNALRRLMFAVEKSINRKRLWNFTEEEVSERVTLHICASTKKIFCRTYDIHDPKSSARPADWKYQSGLSSSWLSLECTVHINIHIPLSATSVSYTLEKNTKNGLTRWAKEIENGVYLINGQVKDEDCDLLEGQKKSSRGNTQATSHSFDVRVLTQLLLNSDHRSTATVQICSGSVNLKGAVKCRAYIHSSKPKVKD.... Result: 0 (no interaction). (6) The miRNA is hsa-miR-4723-3p with sequence CCCUCUCUGGCUCCUCCCCAAA. The protein sequence of the target gene is MEASGKLICRQRQVLFSFLLLGLSLAGAAEPRSYSVVEETEGSSFVTNLAKDLGLEQREFSRRGVRVVSRGNKLHLQLNQETADLLLNEKLDREDLCGHTEPCVLRFQVLLESPFEFFQAELQVIDINDHSPVFLDKQMLVKVSESSPPGTAFPLKNAEDLDIGQNNIENYIISPNSYFRVLTRKRSDGRKYPELVLDKALDREEEAELRLTLTALDGGSPPRSGTAQVYIEVVDVNDNAPEFEQPFYRVQISEDSPISFLVVKVSATDVDTGVNGEISYSLFQASDEISKTFKVDFLTG.... Result: 0 (no interaction). (7) The miRNA is mmu-miR-21a-3p with sequence CAACAGCAGUCGAUGGGCUGUC. The protein sequence of the target gene is MSWSPSLPTQTCGAWEMKERLGTGGFGNVIRWHNQVTGEQIAIKQCRQELSPKNRDRWCLEIQIMRRLNHPNVVAARDVPEGMQNLAPNDLPLLAMEYCQGGDLRRYLNQFENCCGLREGAILTLLSDIASALRYLHENRIIHRDLKPENIVLQQGEKRLIHKIIDLGYAKELDQGSLCTSFVGTLQYLAPELLEQQKYTVTVDYWSFGTLAFECITGFRPFLPNWQPVQWHSKVRQKSEVDIVVSEDLNGTVKFSSSSPFPNNLNSVLAERLEKWLQLMLTWQPRQRGVDPQYGPNGCF.... Result: 0 (no interaction). (8) The miRNA is hsa-miR-6737-5p with sequence UUGGGGUGGUCGGCCCUGGAG. The protein sequence of the target gene is MVAGTRCLLALLLPQVLLGGAAGLVPELGRRKFAAASSGRPSSQPSDEVLSEFELRLLSMFGLKQRPTPSRDAVVPPYMLDLYRRHSGQPGSPAPDHRLERAASRANTVRSFHHEESLEELPETSGKTTRRFFFNLSSIPTEEFITSAELQVFREQMQDALGNNSSFHHRINIYEIIKPATANSKFPVTRLLDTRLVNQNASRWESFDVTPAVMRWTAQGHANHGFVVEVAHLEEKQGVSKRHVRISRSLHQDEHSWSQIRPLLVTFGHDGKGHPLHKREKRQAKHKQRKRLKSSCKRHP.... Result: 1 (interaction). (9) The miRNA is hsa-miR-16-2-3p with sequence CCAAUAUUACUGUGCUGCUUUA. The protein sequence of the target gene is MDPNTIIEALRGTMDPALREAAERQLNEAHKSLNFVSTLLQITMSEQLDLPVRQAGVIYLKNMITQYWPDRETAPGDISPYTIPEEDRHCIRENIVEAIIHSPELIRVQLTTCIHHIIKHDYPSRWTAIVDKIGFYLQSDNSACWLGILLCLYQLVKNYEYKKPEERSPLVAAMQHFLPVLKDRFIQLLSDQSDQSVLIQKQIFKIFYALVQYTLPLELINQQNLTEWIEILKTVVNRDVPNETLQVEEDDRPELPWWKCKKWALHILARLFERYGSPGNVSKEYNEFAEVFLKAFAVGV.... Result: 1 (interaction).